From a dataset of Full USPTO retrosynthesis dataset with 1.9M reactions from patents (1976-2016). Predict the reactants needed to synthesize the given product. Given the product [N:1]([CH2:4][C@@H:5]1[C@H:9]([F:32])[CH2:8][N:7]([C:11]([O:13][CH2:14][C:15]2[CH:20]=[CH:19][CH:18]=[CH:17][CH:16]=2)=[O:12])[CH2:6]1)=[N+:2]=[N-:3], predict the reactants needed to synthesize it. The reactants are: [N:1]([CH2:4][C@@H:5]1[C@@H:9](O)[CH2:8][N:7]([C:11]([O:13][CH2:14][C:15]2[CH:20]=[CH:19][CH:18]=[CH:17][CH:16]=2)=[O:12])[CH2:6]1)=[N+:2]=[N-:3].N12CCCN=C1CCCCC2.[F:32]C(F)(S(F)(=O)=O)C(F)(F)C(F)(F)C(F)(F)C(F)(F)C(F)(F)C(F)(F)C(F)(F)F.